From a dataset of Forward reaction prediction with 1.9M reactions from USPTO patents (1976-2016). Predict the product of the given reaction. (1) Given the reactants [Br:1][C:2]1[CH:7]=[C:6]([Cl:8])[CH:5]=[CH:4][C:3]=1[OH:9].I[CH2:11][CH3:12].C(=O)([O-])[O-].[Cs+].[Cs+], predict the reaction product. The product is: [Br:1][C:2]1[CH:7]=[C:6]([Cl:8])[CH:5]=[CH:4][C:3]=1[O:9][CH2:11][CH3:12]. (2) Given the reactants [CH3:1][O:2][C:3]1[CH:8]=[CH:7][CH:6]=[CH:5][C:4]=1[NH:9][C:10]1[CH:16]=[CH:15][C:14]([C:17]2[O:18][C:19]3[CH:25]=[CH:24][CH:23]=[CH:22][C:20]=3[N:21]=2)=[CH:13][C:11]=1[NH2:12].[CH:26](=O)[CH3:27].OOS([O-])=O.[K+].C(=O)([O-])[O-].[K+].[K+], predict the reaction product. The product is: [O:18]1[C:19]2[CH:25]=[CH:24][CH:23]=[CH:22][C:20]=2[N:21]=[C:17]1[C:14]1[CH:15]=[CH:16][C:10]2[N:9]([C:4]3[CH:5]=[CH:6][CH:7]=[CH:8][C:3]=3[O:2][CH3:1])[C:26]([CH3:27])=[N:12][C:11]=2[CH:13]=1. (3) The product is: [F:17][C:18]1[CH:23]=[CH:22][C:21]([C:24]([C:31]2[S:32][CH:33]=[C:34]([CH3:36])[CH:35]=2)=[C:25]2[CH2:30][CH2:29][N:28]([CH2:2][C:3]3[CH:4]=[C:5]([CH:14]=[CH:15][CH:16]=3)[C:6]([N:8]3[CH2:13][CH2:12][CH2:11][CH2:10][CH2:9]3)=[O:7])[CH2:27][CH2:26]2)=[CH:20][CH:19]=1. Given the reactants Cl[CH2:2][C:3]1[CH:4]=[C:5]([CH:14]=[CH:15][CH:16]=1)[C:6]([N:8]1[CH2:13][CH2:12][CH2:11][CH2:10][CH2:9]1)=[O:7].[F:17][C:18]1[CH:23]=[CH:22][C:21]([C:24]([C:31]2[S:32][CH:33]=[C:34]([CH3:36])[CH:35]=2)=[C:25]2[CH2:30][CH2:29][NH:28][CH2:27][CH2:26]2)=[CH:20][CH:19]=1.C(N(CC)CC)C.O, predict the reaction product. (4) Given the reactants [Br:1][C:2]1[CH:7]=[CH:6][C:5]([S:8](Cl)(=[O:10])=[O:9])=[CH:4][CH:3]=1.[CH3:12][NH2:13], predict the reaction product. The product is: [Br:1][C:2]1[CH:7]=[CH:6][C:5]([S:8]([NH:13][CH3:12])(=[O:10])=[O:9])=[CH:4][CH:3]=1. (5) Given the reactants [CH3:1][C:2]([CH3:17])([CH3:16])[C@H:3]([NH:7][C:8]([O:10][CH2:11][CH2:12][CH2:13][CH:14]=[CH2:15])=[O:9])[C:4]([OH:6])=O.CCN(C(C)C)C(C)C.CN(C(ON1N=NC2C=CC=NC1=2)=[N+](C)C)C.F[P-](F)(F)(F)(F)F.[CH2:51]([C:54]1[C:55]([O:75][CH3:76])=[CH:56][CH:57]=[C:58]2[C:63]=1[CH:62]=[C:61]([C@@:64]1([O:73][CH3:74])[CH2:68][NH:67][C@H:66]([C:69]([O:71][CH3:72])=[O:70])[CH2:65]1)[CH:60]=[CH:59]2)[CH:52]=[CH2:53], predict the reaction product. The product is: [CH2:51]([C:54]1[C:55]([O:75][CH3:76])=[CH:56][CH:57]=[C:58]2[C:63]=1[CH:62]=[C:61]([C@@:64]1([O:73][CH3:74])[CH2:68][N:67]([C:4](=[O:6])[C@@H:3]([NH:7][C:8]([O:10][CH2:11][CH2:12][CH2:13][CH:14]=[CH2:15])=[O:9])[C:2]([CH3:1])([CH3:17])[CH3:16])[C@H:66]([C:69]([O:71][CH3:72])=[O:70])[CH2:65]1)[CH:60]=[CH:59]2)[CH:52]=[CH2:53]. (6) Given the reactants O.Cl.[CH3:3][C:4]1[C:15]([O:16][C:17]2[CH:22]=[CH:21][C:20]([O:23][C:24]([F:27])([F:26])[F:25])=[CH:19][CH:18]=2)=[CH:14][C:7]([C:8]([O:10][CH:11]([CH3:13])[CH3:12])=[O:9])=[C:6]([N+:28]([O-])=O)[CH:5]=1.C(=O)(O)[O-].[Na+], predict the reaction product. The product is: [NH2:28][C:6]1[CH:5]=[C:4]([CH3:3])[C:15]([O:16][C:17]2[CH:22]=[CH:21][C:20]([O:23][C:24]([F:25])([F:26])[F:27])=[CH:19][CH:18]=2)=[CH:14][C:7]=1[C:8]([O:10][CH:11]([CH3:13])[CH3:12])=[O:9]. (7) Given the reactants C(=O)([O-])O.[Na+].Cl.[NH2:7][OH:8].[CH3:9][C:10]1[N:15]=[C:14]([C:16]#[N:17])[CH:13]=[C:12]([C:18]2[CH:23]=[CH:22][CH:21]=[C:20]([F:24])[CH:19]=2)[N:11]=1, predict the reaction product. The product is: [CH3:9][C:10]1[N:15]=[C:14]([C:16](=[N:7][OH:8])[NH2:17])[CH:13]=[C:12]([C:18]2[CH:23]=[CH:22][CH:21]=[C:20]([F:24])[CH:19]=2)[N:11]=1. (8) Given the reactants CS([C:4]1[N:9]=[CH:8][C:7]2=[CH:10][CH:11]=[C:12]([C:13]3[CH:18]=[CH:17][CH:16]=[CH:15][C:14]=3[O:19][CH3:20])[N:6]2[N:5]=1)=O.[NH2:21][C:22]1[CH:23]=[CH:24][C:25](=[O:28])[NH:26][CH:27]=1.C(N(CC)C(C)C)(C)C.COCC(O)C, predict the reaction product. The product is: [CH3:20][O:19][C:14]1[CH:15]=[CH:16][CH:17]=[CH:18][C:13]=1[C:12]1[N:6]2[C:7]([CH:8]=[N:9][C:4]([NH:21][C:22]3[CH:23]=[CH:24][C:25](=[O:28])[NH:26][CH:27]=3)=[N:5]2)=[CH:10][CH:11]=1.